This data is from Full USPTO retrosynthesis dataset with 1.9M reactions from patents (1976-2016). The task is: Predict the reactants needed to synthesize the given product. Given the product [CH:1]1([CH2:4][N:5]2[CH2:30][CH2:29][C@:12]34[C:13]5[C:14]6[O:28][C@H:11]3[C:10](=[O:31])[CH2:9][CH2:8][C@@:7]4([O:32][CH2:33][C:34]3[CH:35]=[CH:36][CH:37]=[CH:38][CH:39]=3)[C@H:6]2[CH2:19][C:18]=5[CH:17]=[CH:16][C:15]=6[OH:20])[CH2:3][CH2:2]1, predict the reactants needed to synthesize it. The reactants are: [CH:1]1([CH2:4][N:5]2[CH2:30][CH2:29][C@:12]34[C:13]5[C:14]6[O:28][C@H:11]3[C:10](=[O:31])[CH2:9][CH2:8][C@@:7]4([O:32][CH2:33][C:34]3[CH:39]=[CH:38][CH:37]=[CH:36][CH:35]=3)[C@H:6]2[CH2:19][C:18]=5[CH:17]=[CH:16][C:15]=6[O:20]CC2C=CC=CC=2)[CH2:3][CH2:2]1.